Dataset: Catalyst prediction with 721,799 reactions and 888 catalyst types from USPTO. Task: Predict which catalyst facilitates the given reaction. Reactant: [C:1]1([C:7]2([NH2:10])[CH2:9][CH2:8]2)[CH:6]=[CH:5][CH:4]=[CH:3][CH:2]=1.[C:11]1([CH3:23])[CH:16]=[C:15]([CH3:17])[CH:14]=[C:13]([CH3:18])[C:12]=1[S:19](Cl)(=[O:21])=[O:20]. Product: [C:1]1([C:7]2([NH:10][S:19]([C:12]3[C:13]([CH3:18])=[CH:14][C:15]([CH3:17])=[CH:16][C:11]=3[CH3:23])(=[O:21])=[O:20])[CH2:9][CH2:8]2)[CH:6]=[CH:5][CH:4]=[CH:3][CH:2]=1. The catalyst class is: 22.